From a dataset of Catalyst prediction with 721,799 reactions and 888 catalyst types from USPTO. Predict which catalyst facilitates the given reaction. (1) Reactant: S(Cl)([Cl:3])=O.O[CH2:6][C:7]1[C:12]([O:13][CH3:14])=[C:11]([O:15][CH3:16])[CH:10]=[CH:9][N:8]=1. Product: [ClH:3].[Cl:3][CH2:6][C:7]1[C:12]([O:13][CH3:14])=[C:11]([O:15][CH3:16])[CH:10]=[CH:9][N:8]=1. The catalyst class is: 4. (2) Reactant: [Cl:1][C:2]1[CH:9]=[CH:8][C:5]([CH:6]=[O:7])=[C:4](F)[CH:3]=1.[CH2:11]([SH:13])[CH3:12].C(=O)([O-])[O-].[K+].[K+].CN(C=O)C. The catalyst class is: 6. Product: [Cl:1][C:2]1[CH:9]=[CH:8][C:5]([CH:6]=[O:7])=[C:4]([S:13][CH2:11][CH3:12])[CH:3]=1. (3) Reactant: Cl[C:2]1[CH:3]=[C:4]([C:14]([NH:16][CH2:17][C:18]2[C:19](=[O:26])[NH:20][C:21]([CH3:25])=[CH:22][C:23]=2[CH3:24])=[O:15])[C:5]2[CH:10]=[N:9][N:8]([CH:11]([CH3:13])[CH3:12])[C:6]=2[N:7]=1.[NH2:27][CH2:28][CH2:29][OH:30]. Product: [CH3:24][C:23]1[CH:22]=[C:21]([CH3:25])[NH:20][C:19](=[O:26])[C:18]=1[CH2:17][NH:16][C:14]([C:4]1[C:5]2[CH:10]=[N:9][N:8]([CH:11]([CH3:13])[CH3:12])[C:6]=2[N:7]=[C:2]([NH:27][CH2:28][CH2:29][OH:30])[CH:3]=1)=[O:15]. The catalyst class is: 37. (4) Reactant: [F:1][C:2]1[CH:34]=[CH:33][C:5]([CH2:6][N:7]2[CH2:12][CH2:11][N:10]([C:13]([CH2:15][O:16][C:17]3[CH:22]=[CH:21][C:20]([Cl:23])=[CH:19][CH:18]=3)=[O:14])[CH2:9][CH:8]2[CH2:24][CH:25]([OH:32])[C:26]2[CH:31]=[CH:30][CH:29]=[CH:28][CH:27]=2)=[CH:4][CH:3]=1.[H-].[Na+].[CH3:37]I. Product: [F:1][C:2]1[CH:3]=[CH:4][C:5]([CH2:6][N:7]2[CH2:12][CH2:11][N:10]([C:13]([CH2:15][O:16][C:17]3[CH:22]=[CH:21][C:20]([Cl:23])=[CH:19][CH:18]=3)=[O:14])[CH2:9][CH:8]2[CH2:24][CH:25]([O:32][CH3:37])[C:26]2[CH:27]=[CH:28][CH:29]=[CH:30][CH:31]=2)=[CH:33][CH:34]=1. The catalyst class is: 28. (5) Reactant: [CH2:1]([Si:3]([CH2:48][CH3:49])([CH2:46][CH3:47])[O:4][C@@H:5]1[CH2:9][C@H:8]([OH:10])[C@H:7]([CH2:11]/[CH:12]=[CH:13]\[CH2:14][CH2:15][CH2:16][C:17]([O:19]C(C)C)=[O:18])[C@H:6]1/[CH:23]=[CH:24]/[C@@H:25]([O:38][Si:39]([CH2:44][CH3:45])([CH2:42][CH3:43])[CH2:40][CH3:41])[CH2:26][O:27][C:28]1[CH:33]=[CH:32][CH:31]=[C:30]([C:34]([F:37])([F:36])[F:35])[CH:29]=1)[CH3:2]. Product: [F:37][C:34]([F:35])([F:36])[C:30]1[CH:29]=[C:28]([CH:33]=[CH:32][CH:31]=1)[O:27][CH2:26][C@H:25]([O:38][Si:39]([CH2:40][CH3:41])([CH2:42][CH3:43])[CH2:44][CH3:45])/[CH:24]=[CH:23]/[C@H:6]1[C@H:5]([O:4][Si:3]([CH2:1][CH3:2])([CH2:48][CH3:49])[CH2:46][CH3:47])[CH2:9][C@H:8]([OH:10])[C@@H:7]1[CH2:11]/[CH:12]=[CH:13]\[CH2:14][CH2:15][CH2:16][C:17]([OH:19])=[O:18]. The catalyst class is: 824. (6) Reactant: [CH3:1][Si:2]([CH3:35])([CH3:34])[C@H:3]1[CH2:8][CH2:7][C@H:6]([O:9][C:10]2[CH:11]=[C:12]3[C:17](=[CH:18][CH:19]=2)[CH:16]=[C:15]([CH2:20][NH:21][C:22]24[CH2:29][CH2:28][C:25]([C:30]([O:32]C)=[O:31])([CH2:26][CH2:27]2)[CH2:24][CH2:23]4)[CH:14]=[CH:13]3)[CH2:5][CH2:4]1.[OH-].[Na+]. Product: [CH3:1][Si:2]([CH3:35])([CH3:34])[C@H:3]1[CH2:8][CH2:7][C@H:6]([O:9][C:10]2[CH:11]=[C:12]3[C:17](=[CH:18][CH:19]=2)[CH:16]=[C:15]([CH2:20][NH:21][C:22]24[CH2:23][CH2:24][C:25]([C:30]([OH:32])=[O:31])([CH2:26][CH2:27]2)[CH2:28][CH2:29]4)[CH:14]=[CH:13]3)[CH2:5][CH2:4]1. The catalyst class is: 88. (7) Product: [CH3:20][C:21]1[C:25]([C:2]2[CH:3]=[C:4]3[C:9](=[CH:10][CH:11]=2)[NH:8][C:7](=[O:12])[N:6]([CH3:13])[CH:5]3[C:14]2[CH:19]=[CH:18][CH:17]=[CH:16][CH:15]=2)=[C:24]([CH3:29])[O:23][N:22]=1. The catalyst class is: 75. Reactant: Br[C:2]1[CH:3]=[C:4]2[C:9](=[CH:10][CH:11]=1)[NH:8][C:7](=[O:12])[N:6]([CH3:13])[CH:5]2[C:14]1[CH:19]=[CH:18][CH:17]=[CH:16][CH:15]=1.[CH3:20][C:21]1[C:25](B(O)O)=[C:24]([CH3:29])[O:23][N:22]=1.